From a dataset of Forward reaction prediction with 1.9M reactions from USPTO patents (1976-2016). Predict the product of the given reaction. (1) Given the reactants [Br:1][C:2]1[C:10]2[NH:9][N:8]=[CH:7][C:6]=2[C:5]2[CH2:11][O:12][C:13](=[O:21])[C@H:14]([CH2:16][C:17]([O:19]C)=[O:18])[CH2:15][C:4]=2[CH:3]=1.[OH2:22].O.[OH-].[Li+], predict the reaction product. The product is: [Br:1][C:2]1[CH:3]=[C:4]([CH2:15][C@@H:14]([CH2:16][C:17]([OH:19])=[O:18])[C:13]([OH:12])=[O:21])[C:5]([CH2:11][OH:22])=[C:6]2[C:10]=1[NH:9][N:8]=[CH:7]2. (2) The product is: [CH2:13]([C:11]1[C:10]([O:15][CH3:16])=[N:9][C:8]([CH3:17])=[C:7]([C:6]2[N:5]=[CH:4][NH:2][N:20]=2)[CH:12]=1)[CH3:14]. Given the reactants C[N:2]([CH:4]=[N:5][C:6](=O)[C:7]1[CH:12]=[C:11]([CH2:13][CH3:14])[C:10]([O:15][CH3:16])=[N:9][C:8]=1[CH3:17])C.O.[NH2:20]N, predict the reaction product. (3) Given the reactants FC(F)(F)C(O)=O.C([O:12][C:13](=[O:32])[CH2:14][CH:15]([NH:20][C:21](=[O:31])[C@@H:22]([N:24]1[CH:29]=[CH:28][CH:27]=[CH:26][C:25]1=[O:30])[CH3:23])[C:16](=[O:19])[CH2:17][F:18])(C)(C)C, predict the reaction product. The product is: [F:18][CH2:17][C:16](=[O:19])[CH:15]([NH:20][C:21](=[O:31])[C@@H:22]([N:24]1[CH:29]=[CH:28][CH:27]=[CH:26][C:25]1=[O:30])[CH3:23])[CH2:14][C:13]([OH:32])=[O:12].